From a dataset of Full USPTO retrosynthesis dataset with 1.9M reactions from patents (1976-2016). Predict the reactants needed to synthesize the given product. Given the product [CH:1]1([CH2:4][O:5][C:6]2[CH:11]=[CH:10][C:9]3=[N:12][N:13]([C:14]4[CH:19]=[CH:18][C:17]([OH:20])=[CH:16][CH:15]=4)[N:21]=[C:8]3[CH:7]=2)[CH2:3][CH2:2]1, predict the reactants needed to synthesize it. The reactants are: [CH:1]1([CH2:4][O:5][C:6]2[CH:11]=[CH:10][C:9]([N:12]=[N:13][C:14]3[CH:19]=[CH:18][C:17]([OH:20])=[CH:16][CH:15]=3)=[C:8]([N+:21]([O-])=O)[CH:7]=2)[CH2:3][CH2:2]1.P(OCC)(OCC)OCC.